Task: Binary Classification. Given a miRNA mature sequence and a target amino acid sequence, predict their likelihood of interaction.. Dataset: Experimentally validated miRNA-target interactions with 360,000+ pairs, plus equal number of negative samples (1) The miRNA is hsa-miR-138-1-3p with sequence GCUACUUCACAACACCAGGGCC. The protein sequence of the target gene is MPEPWGTVYFLGIAQVFSFLFSWWNLEGVMNQADAPRPLNWTIRKLCHAAFLPSVRLLKAQKSWIERAFYKRECVHIIPSTKDPHRCCCGRLIGQHVGLTPSISVLQNEKNESRLSRNDIQSEKWSISKHTQLSPTDAFGTIEFQGGGHSNKAMYVRVSFDTKPDLLLHLMTKEWQLELPKLLISVHGGLQNFELQPKLKQVFGKGLIKAAMTTGAWIFTGGVNTGVIRHVGDALKDHASKSRGKICTIGIAPWGIVENQEDLIGRDVVRPYQTMSNPMSKLTVLNSMHSHFILADNGTT.... Result: 0 (no interaction). (2) The miRNA is mmu-miR-541-5p with sequence AAGGGAUUCUGAUGUUGGUCACACU. The protein sequence of the target gene is MSDTAVADTRRLNSKPQDLTDAYGPPSNFLEIDIFNPQTVGVGRARFTTYEVRMRTNLPIFKLKESCVRRRYSDFEWLKNELERDSKIVVPPLPGKALKRHPFRGDEGIFEESFIEERRQGLEQFINKIAGHPLAQNERCLHMFLQEEAIDRNYVAGKVLGEKDC. Result: 1 (interaction). (3) The miRNA is hsa-miR-4760-5p with sequence UUUAGAUUGAACAUGAAGUUAG. The protein sequence of the target gene is MSDNDDIEVESDEEQPRFQSAADKRAHHNALERKRRDHIKDSFHSLRDSVPSLQGEKASRAQILDKATEYIQYMRRKNHTHQQDIDDLKRQNALLEQQVRALEKARSSAQLQTNYPSSDNSLYTNAKGGTISAFDGGSDSSSESEPEEPQSRKKLRMEAS. Result: 0 (no interaction). (4) The miRNA is hsa-miR-511-3p with sequence AAUGUGUAGCAAAAGACAGA. The protein sequence of the target gene is MAAQLNVEQLEVSLDGLTLSPDSEERPGAEGAPPQTPPSSAPGNGLGSGASGQQREPGEAAAEGAAEEARRMEQHWGFGLEELYGLALRFYKIKDGKAFHPTYEEKLKFVALHKQVLLGPYNPDTSPEVGFFDVLGNDRRREWAALGNMSKEDAMVEFVKLLNKCCPLLSAYVASHRIEKEEEEKRRKAEEERRQREEEERERLQKEEEKRKREKEDRLRREEEERRRIEEERLRLEQQKQQIMAALNSQTAVQFQQYAAQQYPGNYEQQQILIRQLQEQHYQQYMQQLYQVQLAQQQAA.... Result: 0 (no interaction).